Dataset: Reaction yield outcomes from USPTO patents with 853,638 reactions. Task: Predict the reaction yield, written as a fraction of the theoretical maximum amount of product (1.0 means a 100% yield; for example, 0.34 means a 34% yield). (1) The reactants are Cl.Cl.[CH3:3][O:4][CH2:5][CH:6]1[CH2:11][NH:10][CH2:9][CH2:8][NH:7]1.C(N(CC)CC)C.[C:19]1([C:25](Cl)([C:32]2[CH:37]=[CH:36][CH:35]=[CH:34][CH:33]=2)[C:26]2[CH:31]=[CH:30][CH:29]=[CH:28][CH:27]=2)[CH:24]=[CH:23][CH:22]=[CH:21][CH:20]=1. The catalyst is C(Cl)Cl. The product is [CH3:3][O:4][CH2:5][CH:6]1[CH2:11][N:10]([C:25]([C:19]2[CH:24]=[CH:23][CH:22]=[CH:21][CH:20]=2)([C:32]2[CH:33]=[CH:34][CH:35]=[CH:36][CH:37]=2)[C:26]2[CH:27]=[CH:28][CH:29]=[CH:30][CH:31]=2)[CH2:9][CH2:8][NH:7]1. The yield is 0.990. (2) The reactants are [Cl:1][C:2]1[N:7]=[C:6](Cl)[C:5]([CH3:9])=[CH:4][N:3]=1.[CH3:10][O:11][C:12]1[CH:21]=[C:20](B2OC(C)(C)C(C)(C)O2)[CH:19]=[CH:18][C:13]=1[C:14]([O:16][CH3:17])=[O:15].C(O)CC.C(=O)(O)[O-].[Na+]. The catalyst is C1(C)C=CC=CC=1. The product is [Cl:1][C:2]1[N:7]=[C:6]([C:20]2[CH:19]=[CH:18][C:13]([C:14]([O:16][CH3:17])=[O:15])=[C:12]([O:11][CH3:10])[CH:21]=2)[C:5]([CH3:9])=[CH:4][N:3]=1. The yield is 0.560. (3) The reactants are C([O:7][CH2:8][C:9]([F:15])([F:14])[S:10]([O-:13])(=[O:12])=[O:11])(=O)C(C)(C)C.[C:16]1([I+:22][C:23]2[CH:28]=[CH:27][CH:26]=[CH:25][CH:24]=2)[CH:21]=[CH:20][CH:19]=[CH:18][CH:17]=1.CO.[OH-].[Na+].Cl. The catalyst is C(Cl)(Cl)Cl. The product is [OH:7][CH2:8][C:9]([F:15])([F:14])[S:10]([O-:13])(=[O:12])=[O:11].[C:23]1([I+:22][C:16]2[CH:17]=[CH:18][CH:19]=[CH:20][CH:21]=2)[CH:24]=[CH:25][CH:26]=[CH:27][CH:28]=1. The yield is 0.970. (4) The reactants are C(OC(=O)CNC[C:8]([C:10]1[C:15]([OH:16])=[CH:14][CH:13]=[CH:12][N:11]=1)=[O:9])C.[OH2:18].[OH-:19].[Na+]. The catalyst is C1COCC1.C(Cl)(Cl)Cl.C(O)(C)C. The product is [OH:16][C:15]1[C:10]([C:8]([N:11]([CH2:10][C:8]([OH:19])=[O:18])[CH3:12])=[O:9])=[N:11][CH:12]=[CH:13][CH:14]=1. The yield is 0.850. (5) The reactants are Cl[C:2]1[N:3]=[CH:4][C:5]([NH:16][CH2:17][CH:18]2[CH2:23][CH2:22][O:21][CH2:20][CH2:19]2)=[N:6][C:7]=1[C:8]1[C:13]([Cl:14])=[CH:12][N:11]=[C:10]([F:15])[CH:9]=1.[C:24]([O-])([O-])=O.[Na+].[Na+].CB(O)O.C(Cl)Cl. The catalyst is COCCOC.CCOC(C)=O.C1C=CC(P(C2C=CC=CC=2)[C-]2C=CC=C2)=CC=1.C1C=CC(P(C2C=CC=CC=2)[C-]2C=CC=C2)=CC=1.Cl[Pd]Cl.[Fe+2]. The product is [Cl:14][C:13]1[C:8]([C:7]2[N:6]=[C:5]([NH:16][CH2:17][CH:18]3[CH2:23][CH2:22][O:21][CH2:20][CH2:19]3)[CH:4]=[N:3][C:2]=2[CH3:24])=[CH:9][C:10]([F:15])=[N:11][CH:12]=1. The yield is 0.742. (6) The reactants are [Br:1][C:2]1[CH:3]=[CH:4][C:5]([OH:11])=[C:6]([C:8](=[O:10])[CH3:9])[CH:7]=1.[C:12]1([C:18](=O)[CH3:19])[CH:17]=[CH:16][CH:15]=[CH:14][CH:13]=1.N1CCCC1.O. The catalyst is C1(C)C=CC=CC=1. The product is [Br:1][C:2]1[CH:7]=[C:6]2[C:5](=[CH:4][CH:3]=1)[O:11][C:18]([CH3:19])([C:12]1[CH:17]=[CH:16][CH:15]=[CH:14][CH:13]=1)[CH2:9][C:8]2=[O:10]. The yield is 0.250. (7) The reactants are Br[CH:2]([CH2:4][CH3:5])[CH3:3].C(=O)([O-])[O-].[Cs+].[Cs+].[OH:12][C:13]1[CH:18]=[CH:17][C:16]([C:19]2[C:24](=[O:25])[N:23]([CH2:26][C:27]3[CH:32]=[CH:31][C:30]([C:33]4[C:34]([C:39]#[N:40])=[CH:35][CH:36]=[CH:37][CH:38]=4)=[CH:29][CH:28]=3)[C:22]([CH2:41][CH2:42][CH3:43])=[N:21][C:20]=2[CH3:44])=[CH:15][CH:14]=1. The catalyst is CN(C)C=O.C(OCC)(=O)C. The product is [CH:2]([O:12][C:13]1[CH:14]=[CH:15][C:16]([C:19]2[C:24](=[O:25])[N:23]([CH2:26][C:27]3[CH:32]=[CH:31][C:30]([C:33]4[C:34]([C:39]#[N:40])=[CH:35][CH:36]=[CH:37][CH:38]=4)=[CH:29][CH:28]=3)[C:22]([CH2:41][CH2:42][CH3:43])=[N:21][C:20]=2[CH3:44])=[CH:17][CH:18]=1)([CH2:4][CH3:5])[CH3:3]. The yield is 0.890. (8) The catalyst is C(#N)C.[I-].[Li+]. The product is [C:21]([O:20][C:18]([N:17]([C:15]([O:14][C:11]([CH3:13])([CH3:12])[CH3:10])=[O:16])[CH:3]1[CH2:8][CH2:7][CH2:6][N:5]([CH3:9])[CH2:4]1)=[O:19])([CH3:24])([CH3:23])[CH3:22]. The yield is 0.520. The reactants are BrC[CH:3]1[CH2:8][CH2:7][CH2:6][N:5]([CH3:9])[CH2:4]1.[CH3:10][C:11]([O:14][C:15]([NH:17][C:18]([O:20][C:21]([CH3:24])([CH3:23])[CH3:22])=[O:19])=[O:16])([CH3:13])[CH3:12].C(=O)([O-])[O-].[Cs+].[Cs+]. (9) The reactants are [CH2:1]([N:8]1[CH:13]2[CH2:14][CH2:15][CH:9]1[CH2:10][C:11](=O)[CH2:12]2)[C:2]1[CH:7]=[CH:6][CH:5]=[CH:4][CH:3]=1.Cl.[NH2:18][OH:19].N1C=CC=CC=1. The catalyst is C(O)C.C([O-])(O)=O.[Na+]. The product is [CH2:1]([N:8]1[CH:13]2[CH2:14][CH2:15][CH:9]1[CH2:10][C:11](=[N:18][OH:19])[CH2:12]2)[C:2]1[CH:7]=[CH:6][CH:5]=[CH:4][CH:3]=1. The yield is 0.850. (10) The reactants are [CH3:1][C:2]1[NH:3][C:4]([C:12]2[CH:17]=[CH:16][CH:15]=[CH:14][CH:13]=2)=[CH:5][C:6]=1[C:7]([O:9][CH2:10][CH3:11])=[O:8].[Cl:18]N1C(=O)CCC1=O.C(=O)([O-])O.[Na+]. The catalyst is CN(C)C=O. The product is [Cl:18][C:5]1[C:6]([C:7]([O:9][CH2:10][CH3:11])=[O:8])=[C:2]([CH3:1])[NH:3][C:4]=1[C:12]1[CH:17]=[CH:16][CH:15]=[CH:14][CH:13]=1. The yield is 0.440.